This data is from Full USPTO retrosynthesis dataset with 1.9M reactions from patents (1976-2016). The task is: Predict the reactants needed to synthesize the given product. Given the product [CH3:1][O:2][C:3](=[O:14])[C:4]([CH3:6])([C@H:7]1[CH2:8][CH2:9][C@H:10]([O:13][S:28]([C:25]2[CH:26]=[CH:27][C:22]([CH3:32])=[CH:23][CH:24]=2)(=[O:30])=[O:29])[CH2:11][CH2:12]1)[CH3:5], predict the reactants needed to synthesize it. The reactants are: [CH3:1][O:2][C:3](=[O:14])[C:4]([C@H:7]1[CH2:12][CH2:11][C@H:10]([OH:13])[CH2:9][CH2:8]1)([CH3:6])[CH3:5].C(N(CC)CC)C.[C:22]1([CH3:32])[CH:27]=[CH:26][C:25]([S:28](Cl)(=[O:30])=[O:29])=[CH:24][CH:23]=1.C(=O)([O-])O.[Na+].